From a dataset of Full USPTO retrosynthesis dataset with 1.9M reactions from patents (1976-2016). Predict the reactants needed to synthesize the given product. (1) Given the product [OH:3][CH2:4][CH2:5][N:6]([C:7]1[CH:12]=[CH:11][CH:10]=[CH:9][CH:8]=1)[CH2:13][C:14]([NH:15][C:16]1[CH:21]=[CH:20][C:19]([C:22]2[CH:27]=[CH:26][N:25]=[CH:24][CH:23]=2)=[CH:18][CH:17]=1)=[O:28], predict the reactants needed to synthesize it. The reactants are: C([O:3][C:4](=O)[CH2:5][N:6]([CH2:13][C:14](=[O:28])[NH:15][C:16]1[CH:21]=[CH:20][C:19]([C:22]2[CH:27]=[CH:26][N:25]=[CH:24][CH:23]=2)=[CH:18][CH:17]=1)[C:7]1[CH:12]=[CH:11][CH:10]=[CH:9][CH:8]=1)C.[BH4-].[Na+].O.Cl. (2) Given the product [CH3:1][C:2]1[N:6]([CH2:20][CH2:21][NH:22][C:23](=[O:29])[O:24][C:25]([CH3:28])([CH3:27])[CH3:26])[N:5]=[C:4]([C:7]2[CH:8]=[CH:9][CH:10]=[CH:11][CH:12]=2)[N:3]=1, predict the reactants needed to synthesize it. The reactants are: [CH3:1][C:2]1[NH:6][N:5]=[C:4]([C:7]2[CH:12]=[CH:11][CH:10]=[CH:9][CH:8]=2)[N:3]=1.C(=O)([O-])[O-].[K+].[K+].Br[CH2:20][CH2:21][NH:22][C:23](=[O:29])[O:24][C:25]([CH3:28])([CH3:27])[CH3:26].